From a dataset of Full USPTO retrosynthesis dataset with 1.9M reactions from patents (1976-2016). Predict the reactants needed to synthesize the given product. The reactants are: [Si]([O:8][CH2:9][CH2:10][NH:11][C@:12]12[CH2:47][CH2:46][C@@H:45]([C:48]([CH3:50])=[CH2:49])[C@@H:13]1[C@@H:14]1[C@@:27]([CH3:30])([CH2:28][CH2:29]2)[C@@:26]2([CH3:31])[C@@H:17]([C@:18]3([CH3:44])[C@@H:23]([CH2:24][CH2:25]2)[C:22]([CH3:33])([CH3:32])[C:21]([C:34]2[CH:43]=[CH:42][C:37]([C:38]([O:40][CH3:41])=[O:39])=[CH:36][CH:35]=2)=[CH:20][CH2:19]3)[CH2:16][CH2:15]1)(C(C)(C)C)(C)C.CCCC[N+](CCCC)(CCCC)CCCC.[F-]. Given the product [OH:8][CH2:9][CH2:10][NH:11][C@:12]12[CH2:47][CH2:46][C@@H:45]([C:48]([CH3:50])=[CH2:49])[C@@H:13]1[C@@H:14]1[C@@:27]([CH3:30])([CH2:28][CH2:29]2)[C@@:26]2([CH3:31])[C@@H:17]([C@:18]3([CH3:44])[C@@H:23]([CH2:24][CH2:25]2)[C:22]([CH3:33])([CH3:32])[C:21]([C:34]2[CH:35]=[CH:36][C:37]([C:38]([O:40][CH3:41])=[O:39])=[CH:42][CH:43]=2)=[CH:20][CH2:19]3)[CH2:16][CH2:15]1, predict the reactants needed to synthesize it.